This data is from Forward reaction prediction with 1.9M reactions from USPTO patents (1976-2016). The task is: Predict the product of the given reaction. (1) Given the reactants [F:1][C:2]1[CH:7]=[CH:6][C:5]([NH:8][CH3:9])=[C:4]([N+:10]([O-])=O)[CH:3]=1, predict the reaction product. The product is: [F:1][C:2]1[CH:3]=[C:4]([NH2:10])[C:5]([NH:8][CH3:9])=[CH:6][CH:7]=1. (2) Given the reactants [H-].[Na+].[O-]CC.[Na+].[CH2:7]([O:9][C:10](=[O:21])[CH:11]([NH:17][C:18](=[O:20])[CH3:19])[C:12]([O:14][CH2:15][CH3:16])=[O:13])[CH3:8].Br[CH2:23][C:24]([C:26]1[CH:31]=[CH:30][CH:29]=[CH:28][CH:27]=1)=[O:25], predict the reaction product. The product is: [CH2:15]([O:14][C:12](=[O:13])[C:11]([NH:17][C:18](=[O:20])[CH3:19])([CH2:23][C:24](=[O:25])[C:26]1[CH:31]=[CH:30][CH:29]=[CH:28][CH:27]=1)[C:10]([O:9][CH2:7][CH3:8])=[O:21])[CH3:16]. (3) Given the reactants [CH3:1][O:2][C:3](=[O:20])[C:4]1[CH:12]=[CH:11][C:7]([C:8]([NH2:10])=[O:9])=[CH:6][C:5]=1C1C=CC=CC=1O.O.C([O-])([O-])=O.[K+].[K+], predict the reaction product. The product is: [O:9]1[C:5]2[CH:6]=[CH:7][CH:11]=[CH:12][C:4]=2[N:10]=[C:8]1[C:7]1[CH:6]=[CH:5][C:4]([C:3]([O:2][CH3:1])=[O:20])=[CH:12][CH:11]=1. (4) Given the reactants [C:1]([N:8]1[CH2:13][CH2:12][NH:11][CH2:10][CH2:9]1)([O:3][C:4]([CH3:7])([CH3:6])[CH3:5])=[O:2].Cl[CH2:15][C:16]1[O:17][C:18]2[CH:24]=[CH:23][CH:22]=[CH:21][C:19]=2[N:20]=1.[CH3:25]CN(CC)CC, predict the reaction product. The product is: [O:17]1[C:18]2[CH:24]=[CH:23][CH:22]=[CH:21][C:19]=2[N:20]=[C:16]1[CH2:15][N:11]1[CH2:10][CH2:9][N:8]([C:1]([O:3][C:4]([CH3:7])([CH3:6])[CH3:5])=[O:2])[CH2:13][CH:12]1[CH3:25]. (5) Given the reactants O[C:2]([CH2:4][CH2:5][CH2:6][CH2:7][C@H:8]1[C@@H:16]2[C@@H:11]([NH:12][C:13]([NH:15]2)=[O:14])[CH2:10][S:9]1)=[O:3].O[N:18]1C(=O)[CH2:21][CH2:20][C:19]1=O.C(N)C=C.[Al].C(#N)C, predict the reaction product. The product is: [CH2:19]([NH:18][C:2](=[O:3])[CH2:4][CH2:5][CH2:6][CH2:7][C@H:8]1[C@@H:16]2[C@@H:11]([NH:12][C:13]([NH:15]2)=[O:14])[CH2:10][S:9]1)[CH:20]=[CH2:21]. (6) Given the reactants [CH3:1][O:2][C:3]1[CH:9]=[CH:8][C:7]([N+:10]([O-:12])=[O:11])=[CH:6][C:4]=1[NH2:5].[Br:13][C:14]1[CH:19]=[CH:18][CH:17]=[CH:16][C:15]=1[CH2:20]Br, predict the reaction product. The product is: [Br:13][C:14]1[CH:19]=[CH:18][CH:17]=[CH:16][C:15]=1[CH2:20][N:5]([CH2:20][C:15]1[CH:16]=[CH:17][CH:18]=[CH:19][C:14]=1[Br:13])[C:4]1[CH:6]=[C:7]([N+:10]([O-:12])=[O:11])[CH:8]=[CH:9][C:3]=1[O:2][CH3:1]. (7) Given the reactants [CH2:1]([O:8][C:9]([NH:11][C:12]1[C:13]([C:29](O)=[O:30])=[N:14][C:15]2[C:20]([CH:21]=1)=[CH:19][CH:18]=[C:17]([N:22]1[CH2:27][CH2:26][N:25]([CH3:28])[CH2:24][CH2:23]1)[CH:16]=2)=[O:10])[C:2]1[CH:7]=[CH:6][CH:5]=[CH:4][CH:3]=1.[NH2:32][C:33]1[CH:34]=[N:35][CH:36]=[CH:37][C:38]=1[N:39]1[CH2:44][C@H:43]([CH3:45])[CH2:42][C@H:41]([NH:46][C:47](=[O:53])[O:48][C:49]([CH3:52])([CH3:51])[CH3:50])[CH2:40]1.CN(C(ON1N=NC2C=CC=NC1=2)=[N+](C)C)C.F[P-](F)(F)(F)(F)F.CCN(C(C)C)C(C)C, predict the reaction product. The product is: [C:49]([O:48][C:47]([NH:46][C@H:41]1[CH2:42][C@@H:43]([CH3:45])[CH2:44][N:39]([C:38]2[CH:37]=[CH:36][N:35]=[CH:34][C:33]=2[NH:32][C:29]([C:13]2[C:12]([NH:11][C:9](=[O:10])[O:8][CH2:1][C:2]3[CH:3]=[CH:4][CH:5]=[CH:6][CH:7]=3)=[CH:21][C:20]3[C:15](=[CH:16][C:17]([N:22]4[CH2:27][CH2:26][N:25]([CH3:28])[CH2:24][CH2:23]4)=[CH:18][CH:19]=3)[N:14]=2)=[O:30])[CH2:40]1)=[O:53])([CH3:50])([CH3:51])[CH3:52].